Task: Predict the reactants needed to synthesize the given product.. Dataset: Full USPTO retrosynthesis dataset with 1.9M reactions from patents (1976-2016) (1) Given the product [Cl:8][C:9]1[CH:10]=[CH:11][C:12]([C:15]([CH:20]2[CH2:24][CH2:23][CH2:22][CH2:21]2)([CH3:1])[C:16]([O:18][CH3:19])=[O:17])=[CH:13][CH:14]=1, predict the reactants needed to synthesize it. The reactants are: [CH:1](NC(C)C)(C)C.[Cl:8][C:9]1[CH:14]=[CH:13][C:12]([CH:15]([CH:20]2[CH2:24][CH2:23][CH2:22][CH2:21]2)[C:16]([O:18][CH3:19])=[O:17])=[CH:11][CH:10]=1.CI. (2) Given the product [CH3:1][C:2]([CH2:14][CH2:15][CH2:16][CH:17]([CH3:29])[CH2:18][CH2:19][CH2:20][CH:21]([CH3:28])[CH2:22][CH2:23][CH2:24][CH:25]([CH3:27])[CH3:26])=[CH:3][CH2:4][CH2:5][C:6]([O:8][CH2:9][CH:10]([CH2:12][OH:13])[OH:11])=[O:7].[OH2:7], predict the reactants needed to synthesize it. The reactants are: [CH3:1][C:2]([CH2:14][CH2:15][CH2:16][CH:17]([CH3:29])[CH2:18][CH2:19][CH2:20][CH:21]([CH3:28])[CH2:22][CH2:23][CH2:24][CH:25]([CH3:27])[CH3:26])=[CH:3][CH2:4][CH2:5][C:6]([O:8][CH2:9][CH:10]([CH2:12][OH:13])[OH:11])=[O:7]. (3) The reactants are: [Br:1][C:2]1[CH:3]=[C:4]2[C:9](=[CH:10][CH:11]=1)[C:8](=[O:12])[NH:7][CH:6]=[CH:5]2.CS(O)(=O)=O.[C:18](O)(=[O:20])C.C(O)(=O)C.I(C1C=CC=CC=1)=O. Given the product [Br:1][C:2]1[CH:3]=[C:4]2[C:9](=[CH:10][CH:11]=1)[C:8](=[O:12])[NH:7][CH:6]=[C:5]2[O:20][CH3:18], predict the reactants needed to synthesize it. (4) The reactants are: [H-].[Na+].[C:3]1([CH:9]2[C:18]3[C:13](=[CH:14][CH:15]=[CH:16][CH:17]=3)[NH:12][C:11](=[O:19])[CH2:10]2)[CH:8]=[CH:7][CH:6]=[CH:5][CH:4]=1.[CH3:20]I. Given the product [CH3:20][N:12]1[C:13]2[C:18](=[CH:17][CH:16]=[CH:15][CH:14]=2)[CH:9]([C:3]2[CH:4]=[CH:5][CH:6]=[CH:7][CH:8]=2)[CH2:10][C:11]1=[O:19], predict the reactants needed to synthesize it. (5) The reactants are: [NH2:1][C:2]1[CH:3]=[C:4]([C:8]2[NH:13][C:12](=[O:14])[C:11]3=[C:15]([CH2:23][CH3:24])[N:16]=[C:17]([CH:18]4[CH2:22][CH2:21][CH2:20][CH2:19]4)[N:10]3[N:9]=2)[CH:5]=[CH:6][CH:7]=1.C(N(CC)CC)C.[CH3:32][C:33]([CH3:38])([CH3:37])[C:34](Cl)=[O:35]. Given the product [CH:18]1([C:17]2[N:10]3[C:11]([C:12](=[O:14])[NH:13][C:8]([C:4]4[CH:3]=[C:2]([NH:1][C:34](=[O:35])[C:33]([CH3:38])([CH3:37])[CH3:32])[CH:7]=[CH:6][CH:5]=4)=[N:9]3)=[C:15]([CH2:23][CH3:24])[N:16]=2)[CH2:22][CH2:21][CH2:20][CH2:19]1, predict the reactants needed to synthesize it. (6) Given the product [Cl:1][C:2]1[C:7]([C:8]2[CH:13]=[CH:12][CH:11]=[CH:10][CH:9]=2)=[N:6][N:5]=[C:4]2[N:14]([CH3:24])[N:15]=[C:16]([C:17]3[CH:18]=[CH:19][C:20]([C:26]([F:36])([F:35])[F:25])=[CH:21][CH:22]=3)[C:3]=12, predict the reactants needed to synthesize it. The reactants are: [Cl:1][C:2]1[C:7]([C:8]2[CH:13]=[CH:12][CH:11]=[CH:10][CH:9]=2)=[N:6][N:5]=[C:4]2[N:14]([CH3:24])[N:15]=[C:16]([C:17]3[CH:18]=[C:19](C)[CH:20]=[CH:21][CH:22]=3)[C:3]=12.[F:25][C:26]([F:36])([F:35])C1C=CC(C=O)=CC=1.